Dataset: Catalyst prediction with 721,799 reactions and 888 catalyst types from USPTO. Task: Predict which catalyst facilitates the given reaction. (1) Reactant: [CH2:1](C(CN)O)[C:2]1[CH:7]=[CH:6][CH:5]=[CH:4][CH:3]=1.[CH:12]([N:15](CC)C(C)C)(C)[CH3:13].[C:21]([O:24][CH2:25][C:26](Cl)=[O:27])(=[O:23])[CH3:22].C(OCC)(=[O:31])C. The catalyst class is: 4. Product: [CH2:1]([N:15]([CH2:12][CH2:13][OH:31])[C:26]([CH2:25][O:24][C:21](=[O:23])[CH3:22])=[O:27])[C:2]1[CH:3]=[CH:4][CH:5]=[CH:6][CH:7]=1. (2) Reactant: Br.[Br:2][CH2:3][CH2:4][CH2:5][NH2:6].[CH2:7]([O:14][C:15](ON1C(=O)CCC1=O)=[O:16])[C:8]1[CH:13]=[CH:12][CH:11]=[CH:10][CH:9]=1. Product: [CH2:7]([O:14][C:15]([NH:6][CH2:5][CH2:4][CH2:3][Br:2])=[O:16])[C:8]1[CH:13]=[CH:12][CH:11]=[CH:10][CH:9]=1. The catalyst class is: 2.